This data is from Forward reaction prediction with 1.9M reactions from USPTO patents (1976-2016). The task is: Predict the product of the given reaction. (1) Given the reactants [C:1]([O:5][C:6](=[O:35])[NH:7][C@H:8]1[CH2:13][CH2:12][CH2:11][N:10]([C:14]2[CH:19]=[CH:18][C:17]([NH:20][C:21]3[C:30]4[C:25](=[CH:26][CH:27]=[C:28](Cl)[N:29]=4)[N:24]=[CH:23][C:22]=3[C:32](=[O:34])[CH3:33])=[CH:16][N:15]=2)[CH2:9]1)([CH3:4])([CH3:3])[CH3:2].[Cl:36][C:37]1[CH:42]=[C:41](B2OC(C)(C)C(C)(C)O2)[CH:40]=[C:39]([Cl:52])[C:38]=1[OH:53], predict the reaction product. The product is: [C:1]([O:5][C:6](=[O:35])[NH:7][C@H:8]1[CH2:13][CH2:12][CH2:11][N:10]([C:14]2[CH:19]=[CH:18][C:17]([NH:20][C:21]3[C:30]4[C:25](=[CH:26][CH:27]=[C:28]([C:41]5[CH:42]=[C:37]([Cl:36])[C:38]([OH:53])=[C:39]([Cl:52])[CH:40]=5)[N:29]=4)[N:24]=[CH:23][C:22]=3[C:32](=[O:34])[CH3:33])=[CH:16][N:15]=2)[CH2:9]1)([CH3:4])([CH3:3])[CH3:2]. (2) Given the reactants [Cl:1][C:2]1[C:11]2[C:6](=[CH:7][C:8]([S:12]([N:15]([CH2:21][C:22]3[CH:27]=[CH:26][C:25]([O:28][CH3:29])=[CH:24][CH:23]=3)[C:16]3SC=N[N:20]=3)(=[O:14])=[O:13])=[CH:9][CH:10]=2)[C:5](=[O:30])[NH:4][N:3]=1.C[O:32][C:33]1C=CC(CNC2C=CON=2)=C[CH:34]=1, predict the reaction product. The product is: [Cl:1][C:2]1[C:11]2[C:6](=[CH:7][C:8]([S:12]([N:15]([C:16]3[CH:34]=[CH:33][O:32][N:20]=3)[CH2:21][C:22]3[CH:23]=[CH:24][C:25]([O:28][CH3:29])=[CH:26][CH:27]=3)(=[O:13])=[O:14])=[CH:9][CH:10]=2)[C:5](=[O:30])[NH:4][N:3]=1. (3) Given the reactants Cl[C:2]1[N:7]=[CH:6][C:5]([C:8]2[C:16]3[C:11](=[CH:12][C:13]([F:17])=[CH:14][CH:15]=3)[N:10](S(C3C=CC=CC=3)(=O)=O)[CH:9]=2)=[CH:4][CH:3]=1.[CH2:27]([N:34]1[CH2:39][CH2:38][CH:37]([NH2:40])[CH2:36][CH2:35]1)[C:28]1[CH:33]=[CH:32][CH:31]=[CH:30][CH:29]=1, predict the reaction product. The product is: [CH2:27]([N:34]1[CH2:39][CH2:38][CH:37]([NH:40][C:2]2[CH:3]=[CH:4][C:5]([C:8]3[C:16]4[C:11](=[CH:12][C:13]([F:17])=[CH:14][CH:15]=4)[NH:10][CH:9]=3)=[CH:6][N:7]=2)[CH2:36][CH2:35]1)[C:28]1[CH:29]=[CH:30][CH:31]=[CH:32][CH:33]=1. (4) Given the reactants Cl[C:2]1[C:7]([N+:8]([O-:10])=[O:9])=[CH:6][C:5]([CH2:11][C:12]2[CH:17]=[CH:16][C:15]([F:18])=[C:14]([F:19])[CH:13]=2)=[CH:4][N:3]=1.[C:20]([Cu])#[N:21].[C-]#N.[Na+], predict the reaction product. The product is: [F:19][C:14]1[CH:13]=[C:12]([CH2:11][C:5]2[CH:6]=[C:7]([N+:8]([O-:10])=[O:9])[C:2]([C:20]#[N:21])=[N:3][CH:4]=2)[CH:17]=[CH:16][C:15]=1[F:18].